Task: Predict which catalyst facilitates the given reaction.. Dataset: Catalyst prediction with 721,799 reactions and 888 catalyst types from USPTO (1) Reactant: Br[C:2]1[CH:16]=[CH:15][C:5]([CH2:6][N:7]2[CH2:12][CH2:11][CH:10]([O:13][CH3:14])[CH2:9][CH2:8]2)=[CH:4][CH:3]=1.[B:17]1([B:17]2[O:21][C:20]([CH3:23])([CH3:22])[C:19]([CH3:25])([CH3:24])[O:18]2)[O:21][C:20]([CH3:23])([CH3:22])[C:19]([CH3:25])([CH3:24])[O:18]1.C([O-])(=O)C.[K+]. Product: [CH3:14][O:13][CH:10]1[CH2:11][CH2:12][N:7]([CH2:6][C:5]2[CH:15]=[CH:16][C:2]([B:17]3[O:21][C:20]([CH3:23])([CH3:22])[C:19]([CH3:25])([CH3:24])[O:18]3)=[CH:3][CH:4]=2)[CH2:8][CH2:9]1. The catalyst class is: 12. (2) The catalyst class is: 9. Reactant: [Cl:1][C:2]1[NH:3][C:4]2[N:5]([CH:9]=[C:10]([C:12]3[CH:17]=[CH:16][C:15]([Cl:18])=[CH:14][CH:13]=3)[N:11]=2)[C:6](=[O:8])[CH:7]=1.[H-].[Na+].Br[CH2:22][CH2:23][CH2:24][CH2:25][CH3:26].O. Product: [Cl:1][C:2]1[N:3]([CH2:22][CH2:23][CH2:24][CH2:25][CH3:26])[C:4]2[N:5]([CH:9]=[C:10]([C:12]3[CH:17]=[CH:16][C:15]([Cl:18])=[CH:14][CH:13]=3)[N:11]=2)[C:6](=[O:8])[CH:7]=1. (3) Reactant: [O:1]=[C:2]1[CH2:6][S:5][C:4](=[S:7])[N:3]1[CH:8]1[CH2:13][CH2:12][CH2:11][CH:10]([C:14]([OH:16])=[O:15])[CH2:9]1.[CH2:17]([C:21]1[CH:26]=[CH:25][C:24]([C:27]2[O:31][C:30]([CH:32]=O)=[CH:29][CH:28]=2)=[CH:23][CH:22]=1)[CH:18]([CH3:20])[CH3:19].C(O)(=O)C.C(O)(=O)C.C(N)CN. Product: [CH2:17]([C:21]1[CH:26]=[CH:25][C:24]([C:27]2[O:31][C:30]([CH:32]=[C:6]3[S:5][C:4](=[S:7])[N:3]([CH:8]4[CH2:13][CH2:12][CH2:11][CH:10]([C:14]([OH:16])=[O:15])[CH2:9]4)[C:2]3=[O:1])=[CH:29][CH:28]=2)=[CH:23][CH:22]=1)[CH:18]([CH3:20])[CH3:19]. The catalyst class is: 162. (4) Reactant: [CH3:1][C:2]1([CH3:9])[O:6][CH2:5][CH:4]([CH2:7]O)[CH2:3]1.C(Br)(Br)(Br)[Br:11].C1(P(C2C=CC=CC=2)C2C=CC=CC=2)C=CC=CC=1. Product: [Br:11][CH2:7][CH:4]1[CH2:5][O:6][C:2]([CH3:9])([CH3:1])[CH2:3]1. The catalyst class is: 4. (5) Reactant: [C:1]1([C:7]2[O:11][N:10]=[C:9]([NH2:12])[N:8]=2)[CH:6]=[CH:5][CH:4]=[CH:3][CH:2]=1.[C:13](Cl)(=[O:20])[C:14]1[CH:19]=[CH:18][CH:17]=[CH:16][CH:15]=1. Product: [C:1]1([C:7]2[O:11][N:10]=[C:9]([NH:12][C:13](=[O:20])[C:14]3[CH:19]=[CH:18][CH:17]=[CH:16][CH:15]=3)[N:8]=2)[CH:2]=[CH:3][CH:4]=[CH:5][CH:6]=1. The catalyst class is: 17. (6) Reactant: [Cl:1][C:2]1[C:11]2[C:6](=[C:7]([O:12][CH3:13])[CH:8]=[CH:9][CH:10]=2)[N:5]=[C:4]([CH3:14])[CH:3]=1.[Cl:15][C:16]1[CH:21]=[CH:20][C:19]([CH:22]([NH2:27])[CH2:23][N:24]([CH3:26])[CH3:25])=[CH:18][CH:17]=1. Product: [ClH:1].[ClH:15].[Cl:15][C:16]1[CH:17]=[CH:18][C:19]([CH:22]([NH:27][C:2]2[C:11]3[C:6](=[C:7]([O:12][CH3:13])[CH:8]=[CH:9][CH:10]=3)[N:5]=[C:4]([CH3:14])[CH:3]=2)[CH2:23][N:24]([CH3:25])[CH3:26])=[CH:20][CH:21]=1. The catalyst class is: 13. (7) Reactant: [CH2:1]([C:5]1[N:6]=[C:7]([CH3:27])[NH:8][C:9](=[O:26])[C:10]=1[CH2:11][C:12]1[CH:17]=[CH:16][C:15]([C:18]2[C:19]([C:24]#[N:25])=[CH:20][CH:21]=[CH:22][CH:23]=2)=[CH:14][CH:13]=1)[CH2:2][CH2:3][CH3:4].[Si:28]([O:35][CH:36]1[C:44]2[C:39](=[CH:40][CH:41]=[C:42](B(O)O)[CH:43]=2)[CH2:38][CH2:37]1)([C:31]([CH3:34])([CH3:33])[CH3:32])([CH3:30])[CH3:29].C(N(CC)CC)C.N1C=CC=CC=1. Product: [CH2:1]([C:5]1[N:6]=[C:7]([CH3:27])[N:8]([C:42]2[CH:43]=[C:44]3[C:39](=[CH:40][CH:41]=2)[CH2:38][CH2:37][CH:36]3[O:35][Si:28]([C:31]([CH3:34])([CH3:33])[CH3:32])([CH3:29])[CH3:30])[C:9](=[O:26])[C:10]=1[CH2:11][C:12]1[CH:17]=[CH:16][C:15]([C:18]2[C:19]([C:24]#[N:25])=[CH:20][CH:21]=[CH:22][CH:23]=2)=[CH:14][CH:13]=1)[CH2:2][CH2:3][CH3:4]. The catalyst class is: 297. (8) Reactant: Br[C:2]1[CH:7]=[CH:6][C:5]([N:8]2[CH2:13][CH2:12][N:11]([C:14]([O:16][C:17]([CH3:20])([CH3:19])[CH3:18])=[O:15])[CH2:10][CH2:9]2)=[C:4]([C:21]([CH3:24])([CH3:23])[CH3:22])[CH:3]=1.C([O-])(O)=O.[Na+].[CH3:30][N:31](C=O)C. Product: [C:21]([C:4]1[CH:3]=[C:2]([C:30]#[N:31])[CH:7]=[CH:6][C:5]=1[N:8]1[CH2:13][CH2:12][N:11]([C:14]([O:16][C:17]([CH3:20])([CH3:19])[CH3:18])=[O:15])[CH2:10][CH2:9]1)([CH3:24])([CH3:23])[CH3:22]. The catalyst class is: 267. (9) Reactant: CS(C)=O.C(Cl)(=O)C([Cl:8])=O.[CH:11]1([C:14]2[CH:35]=[C:17]3[C:18]([CH:24]([OH:34])[CH2:25][C:26]4[C:31]([Cl:32])=[CH:30][N:29]=[CH:28][C:27]=4[Cl:33])=[CH:19][CH:20]=[C:21]([O:22][CH3:23])[N:16]3[N:15]=2)[CH2:13][CH2:12]1.[Cl-].[NH4+]. Product: [Cl:8][C:35]1[C:14]([CH:11]2[CH2:13][CH2:12]2)=[N:15][N:16]2[C:21]([O:22][CH3:23])=[CH:20][CH:19]=[C:18]([C:24](=[O:34])[CH2:25][C:26]3[C:27]([Cl:33])=[CH:28][N:29]=[CH:30][C:31]=3[Cl:32])[C:17]=12. The catalyst class is: 236. (10) Reactant: [CH3:1][C:2]1[CH2:9][S:8]C2[N:4](C(=O)C2NC(=O)CC2C=CC=CC=2)[C:3]=1[C:21]([O:23][CH3:24])=[O:22].C1C(=O)N(Cl)C(=O)C1. Product: [CH3:1][C:2]1[C:3]([C:21]([O:23][CH3:24])=[O:22])=[N:4][S:8][CH:9]=1. The catalyst class is: 620.